Dataset: Catalyst prediction with 721,799 reactions and 888 catalyst types from USPTO. Task: Predict which catalyst facilitates the given reaction. Reactant: CN(C)/[CH:3]=[CH:4]/[C:5]([C:7]1[CH:12]=[CH:11][C:10]([Cl:13])=[CH:9][CH:8]=1)=O.[NH2:15][C:16]([NH2:18])=[S:17].C(=O)([O-])[O-].[K+].[K+]. Product: [Cl:13][C:10]1[CH:11]=[CH:12][C:7]([C:5]2[CH:4]=[CH:3][N:18]=[C:16]([SH:17])[N:15]=2)=[CH:8][CH:9]=1. The catalyst class is: 8.